Dataset: Reaction yield outcomes from USPTO patents with 853,638 reactions. Task: Predict the reaction yield, written as a fraction of the theoretical maximum amount of product (1.0 means a 100% yield; for example, 0.34 means a 34% yield). (1) The reactants are [C:1]([C:3]1[N:4]=[C:5]([C:8]([NH:10][C:11]2[CH:19]=[CH:18][C:14]([C:15](O)=[O:16])=[CH:13][C:12]=2[C:20]2[CH2:25][CH2:24][C:23]([CH3:27])([CH3:26])[CH2:22][CH:21]=2)=[O:9])[NH:6][CH:7]=1)#[N:2].Cl.C([O:31][C:32](=[O:42])[C@H:33]([CH2:35][CH2:36][C:37]([O:39]CC)=[O:38])[NH2:34])C.CN(C)CCCN=C=NCC.ON1C2C=CC=CC=2N=N1.CCN(C(C)C)C(C)C.[OH-].[K+].C(O)(C(F)(F)F)=O. The catalyst is CCOC(C)=O.C(Cl)Cl. The product is [C:1]([C:3]1[N:4]=[C:5]([C:8]([NH:10][C:11]2[CH:19]=[CH:18][C:14]([C:15]([NH:34][C@H:33]([C:32]([OH:31])=[O:42])[CH2:35][CH2:36][C:37]([OH:39])=[O:38])=[O:16])=[CH:13][C:12]=2[C:20]2[CH2:25][CH2:24][C:23]([CH3:27])([CH3:26])[CH2:22][CH:21]=2)=[O:9])[NH:6][CH:7]=1)#[N:2]. The yield is 0.520. (2) The reactants are Br[C:2]1[CH:3]=[N:4][CH:5]=[N:6][CH:7]=1.C(=O)([O-])[O-].[Na+].[Na+].[C:14]([C:16]1[C:17]([F:25])=[C:18](B(O)O)[CH:19]=[CH:20][CH:21]=1)#[N:15].O. The catalyst is COCCOC.[Pd].C1(P(C2C=CC=CC=2)C2C=CC=CC=2)C=CC=CC=1.C1(P(C2C=CC=CC=2)C2C=CC=CC=2)C=CC=CC=1.C1(P(C2C=CC=CC=2)C2C=CC=CC=2)C=CC=CC=1.C1(P(C2C=CC=CC=2)C2C=CC=CC=2)C=CC=CC=1.CCO. The product is [F:25][C:17]1[C:18]([C:2]2[CH:3]=[N:4][CH:5]=[N:6][CH:7]=2)=[CH:19][CH:20]=[CH:21][C:16]=1[C:14]#[N:15]. The yield is 0.240. (3) The reactants are C(O[CH:4]=[C:5]1[C:16]2[C:8](=[CH:9][CH:10]=[C:11]3[C:15]=2[S:14][CH:13]=[N:12]3)[NH:7][C:6]1=[O:17])C.[NH2:18][C:19]1[CH:24]=[CH:23][C:22]([S:25]([NH:28][C:29]2[S:30][CH:31]=[CH:32][N:33]=2)(=[O:27])=[O:26])=[CH:21][CH:20]=1. No catalyst specified. The product is [O:17]=[C:6]1[C:5](=[CH:4][NH:18][C:19]2[CH:24]=[CH:23][C:22]([S:25]([NH:28][C:29]3[S:30][CH:31]=[CH:32][N:33]=3)(=[O:27])=[O:26])=[CH:21][CH:20]=2)[C:16]2[C:8](=[CH:9][CH:10]=[C:11]3[C:15]=2[S:14][CH:13]=[N:12]3)[NH:7]1. The yield is 0.330. (4) The reactants are [Br:1][C:2]1[CH:3]=[C:4]([CH:7]=O)[S:5][CH:6]=1.[S:9]1[CH2:13][C:12](=[O:14])[NH:11][C:10]1=[O:15].N1CCCCC1. The catalyst is C(O)C. The product is [Br:1][C:2]1[CH:3]=[C:4]([CH:7]=[C:13]2[S:9][C:10](=[O:15])[NH:11][C:12]2=[O:14])[S:5][CH:6]=1. The yield is 0.870.